Dataset: TCR-epitope binding with 47,182 pairs between 192 epitopes and 23,139 TCRs. Task: Binary Classification. Given a T-cell receptor sequence (or CDR3 region) and an epitope sequence, predict whether binding occurs between them. (1) The epitope is LLSAGIFGA. The TCR CDR3 sequence is CASAVRSPLHF. Result: 0 (the TCR does not bind to the epitope). (2) The epitope is NLNESLIDL. The TCR CDR3 sequence is CAKGDLGRNEQFF. Result: 1 (the TCR binds to the epitope). (3) Result: 0 (the TCR does not bind to the epitope). The epitope is YYRRATRRIR. The TCR CDR3 sequence is CASGPGNTIYF. (4) The epitope is RISNCVADY. The TCR CDR3 sequence is CASSLMAGGRTGELFF. Result: 0 (the TCR does not bind to the epitope). (5) The epitope is EHPTFTSQYRIQGKL. The TCR CDR3 sequence is CSVMDPMSGYTIYF. Result: 0 (the TCR does not bind to the epitope). (6) The epitope is KMKDLSPRW. The TCR CDR3 sequence is CASSLWGGSSNEQFF. Result: 0 (the TCR does not bind to the epitope). (7) The epitope is FLNRFTTTL. The TCR CDR3 sequence is CASSEGSNQETQYF. Result: 1 (the TCR binds to the epitope).